The task is: Predict the reaction yield, written as a fraction of the theoretical maximum amount of product (1.0 means a 100% yield; for example, 0.34 means a 34% yield).. This data is from Reaction yield outcomes from USPTO patents with 853,638 reactions. (1) The reactants are [C:1]([O:5][C:6]([N:8]([CH2:19][CH:20]=[CH2:21])[CH2:9][C:10]1[CH:11]=[CH:12][CH:13]=[C:14]2[C:18]=1[NH:17][CH:16]=[CH:15]2)=[O:7])([CH3:4])([CH3:3])[CH3:2].[H-].[Na+].[CH2:24](Br)[CH:25]=[CH2:26]. The catalyst is CN(C)C=O.C(OCC)(=O)C. The product is [C:1]([O:5][C:6]([N:8]([CH2:19][CH:20]=[CH2:21])[CH2:9][C:10]1[CH:11]=[CH:12][CH:13]=[C:14]2[C:18]=1[N:17]([CH2:26][CH:25]=[CH2:24])[CH:16]=[CH:15]2)=[O:7])([CH3:4])([CH3:3])[CH3:2]. The yield is 0.910. (2) The reactants are [CH3:1][C:2]1[CH:7]=[CH:6][CH:5]=[CH:4][C:3]=1[C:8]([N:10]=[C:11]=[S:12])=[O:9].[CH3:13][O:14][C:15]1[CH:16]=[C:17]2[C:22](=[CH:23][C:24]=1[O:25][CH3:26])[N:21]=[CH:20][CH:19]=[C:18]2[O:27][C:28]1[CH:34]=[CH:33][C:31]([NH2:32])=[C:30]([CH3:35])[CH:29]=1.C1(C)C=CC=CC=1. The catalyst is C(O)C. The product is [CH3:13][O:14][C:15]1[CH:16]=[C:17]2[C:22](=[CH:23][C:24]=1[O:25][CH3:26])[N:21]=[CH:20][CH:19]=[C:18]2[O:27][C:28]1[CH:34]=[CH:33][C:31]([NH:32][C:11]([NH:10][C:8](=[O:9])[C:3]2[CH:4]=[CH:5][CH:6]=[CH:7][C:2]=2[CH3:1])=[S:12])=[C:30]([CH3:35])[CH:29]=1. The yield is 0.590.